From a dataset of Full USPTO retrosynthesis dataset with 1.9M reactions from patents (1976-2016). Predict the reactants needed to synthesize the given product. (1) Given the product [C:1]([C:4]1[C:9]([C:10]2[CH:11]=[CH:12][CH:13]=[CH:14][CH:15]=2)=[N:8][N:7]([CH2:16][CH3:17])[C:6](=[O:18])[C:5]=1[NH:19][C:23]1[CH:27]=[CH:26][O:25][N:24]=1)(=[O:3])[CH3:2], predict the reactants needed to synthesize it. The reactants are: [C:1]([C:4]1[C:9]([C:10]2[CH:15]=[CH:14][CH:13]=[CH:12][CH:11]=2)=[N:8][N:7]([CH2:16][CH3:17])[C:6](=[O:18])[C:5]=1[N+:19]([O-])=O)(=[O:3])[CH3:2].N[C:23]1[CH:27]=[CH:26][O:25][N:24]=1. (2) Given the product [CH3:1][CH:2]([CH3:20])[CH2:3][CH2:4][NH:5][C:6]([C:8]1[N:9]=[N:10][C:11]([N:14]2[CH2:19][CH2:18][N:17]([CH2:25][C:24]3[CH:27]=[CH:28][CH:29]=[CH:30][C:23]=3[C:22]([F:21])([F:31])[F:32])[CH2:16][CH2:15]2)=[CH:12][CH:13]=1)=[O:7], predict the reactants needed to synthesize it. The reactants are: [CH3:1][CH:2]([CH3:20])[CH2:3][CH2:4][NH:5][C:6]([C:8]1[N:9]=[N:10][C:11]([N:14]2[CH2:19][CH2:18][NH:17][CH2:16][CH2:15]2)=[CH:12][CH:13]=1)=[O:7].[F:21][C:22]([F:32])([F:31])[C:23]1[CH:30]=[CH:29][CH:28]=[CH:27][C:24]=1[CH2:25]Cl.N12CCCN=C1CCCCC2. (3) The reactants are: [Cl:1][C:2]1[CH:3]=[C:4]2[C:8](=[CH:9][CH:10]=1)[NH:7][C:6]([C:11]([OH:13])=O)=[CH:5]2.[NH2:14][C@@H:15]1[CH2:23][C:22]2[C:17](=[CH:18][CH:19]=[CH:20][CH:21]=2)[C@H:16]1[NH:24][S:25]([CH3:28])(=[O:27])=[O:26].CCN(C(C)C)C(C)C.C1C=CC2N(O)N=NC=2C=1.CCN=C=NCCCN(C)C. Given the product [Cl:1][C:2]1[CH:3]=[C:4]2[C:8](=[CH:9][CH:10]=1)[NH:7][C:6]([C:11]([NH:14][C@@H:15]1[CH2:23][C:22]3[C:17](=[CH:18][CH:19]=[CH:20][CH:21]=3)[C@H:16]1[NH:24][S:25]([CH3:28])(=[O:27])=[O:26])=[O:13])=[CH:5]2, predict the reactants needed to synthesize it. (4) Given the product [Br:21][C:22]1[CH:27]=[CH:26][C:25]([N:7]([C:1]2[CH:2]=[CH:3][CH:4]=[CH:5][CH:6]=2)[C:8]2[C:13]3[S:14][C:15]4[CH:20]=[CH:19][CH:18]=[CH:17][C:16]=4[C:12]=3[CH:11]=[CH:10][CH:9]=2)=[CH:24][CH:23]=1, predict the reactants needed to synthesize it. The reactants are: [C:1]1([NH:7][C:8]2[C:13]3[S:14][C:15]4[CH:20]=[CH:19][CH:18]=[CH:17][C:16]=4[C:12]=3[CH:11]=[CH:10][CH:9]=2)[CH:6]=[CH:5][CH:4]=[CH:3][CH:2]=1.[Br:21][C:22]1[CH:27]=[CH:26][C:25](I)=[CH:24][CH:23]=1.CC([O-])(C)C.[Na+].